From a dataset of Forward reaction prediction with 1.9M reactions from USPTO patents (1976-2016). Predict the product of the given reaction. Given the reactants [O:1]=[CH:2][C:3](=[CH2:5])[CH3:4].[CH:6]1[CH2:10]C=[CH:8][CH:7]=1.O, predict the reaction product. The product is: [CH:5]12[CH2:8][CH:7]([CH:6]=[CH:10]1)[CH2:4][CH:3]2[CH:2]=[O:1].